From a dataset of Catalyst prediction with 721,799 reactions and 888 catalyst types from USPTO. Predict which catalyst facilitates the given reaction. (1) Reactant: [NH2:1][C:2]([C:4]1[CH:13]=[CH:12][C:7]([C:8]([O:10][CH3:11])=[O:9])=[C:6]([NH:14][CH2:15][CH3:16])[CH:5]=1)=O.P(Cl)(Cl)(Cl)=O.O. Product: [C:2]([C:4]1[CH:13]=[CH:12][C:7]([C:8]([O:10][CH3:11])=[O:9])=[C:6]([NH:14][CH2:15][CH3:16])[CH:5]=1)#[N:1]. The catalyst class is: 17. (2) Reactant: [N:1]1([C:7]2[CH:13]=[CH:12][C:10]([NH2:11])=[CH:9][C:8]=2[C:14]([F:17])([F:16])[F:15])[CH2:6][CH2:5][O:4][CH2:3][CH2:2]1.N1C=CC=CC=1.Cl[C:25](OC1C=CC=CC=1)=[O:26].[Cl:34][C:35]1[CH:41]=[C:40]([O:42][C:43]2[C:44]3[N:51]([CH3:52])[CH:50]=[CH:49][C:45]=3[N:46]=[CH:47][N:48]=2)[CH:39]=[CH:38][C:36]=1[NH2:37]. Product: [Cl:34][C:35]1[CH:41]=[C:40]([O:42][C:43]2[C:44]3[N:51]([CH3:52])[CH:50]=[CH:49][C:45]=3[N:46]=[CH:47][N:48]=2)[CH:39]=[CH:38][C:36]=1[NH:37][C:25]([NH:11][C:10]1[CH:12]=[CH:13][C:7]([N:1]2[CH2:6][CH2:5][O:4][CH2:3][CH2:2]2)=[C:8]([C:14]([F:15])([F:17])[F:16])[CH:9]=1)=[O:26]. The catalyst class is: 60.